From a dataset of Forward reaction prediction with 1.9M reactions from USPTO patents (1976-2016). Predict the product of the given reaction. (1) The product is: [Br:1][C:2]1[N:7]([CH2:14][C:13]2[CH:16]=[CH:17][C:18]([CH3:20])=[CH:19][C:12]=2[CH3:11])[C:6](=[O:8])[CH:5]=[CH:4][CH:3]=1. Given the reactants [Br:1][C:2]1[NH:7][C:6](=[O:8])[CH:5]=[CH:4][CH:3]=1.[H-].[Na+].[CH3:11][C:12]1[CH:19]=[C:18]([CH3:20])[CH:17]=[CH:16][C:13]=1[CH2:14]Br, predict the reaction product. (2) Given the reactants [I-].C[P+](C1C=CC=CC=1)(C1C=CC=CC=1)C1C=CC=CC=1.[Li+].[CH3:23][CH2:24][CH2:25][CH2-:26].[C:27]1([N:33]2CCC(=O)[CH2:35][CH2:34]2)[CH:32]=[CH:31][CH:30]=[CH:29][CH:28]=1, predict the reaction product. The product is: [CH2:23]=[C:24]1[CH2:35][CH2:34][N:33]([C:27]2[CH:32]=[CH:31][CH:30]=[CH:29][CH:28]=2)[CH2:26][CH2:25]1. (3) Given the reactants [Cl:1][C:2]1[CH:9]=[C:8]([N:10]2[C:14]([CH3:15])=[C:13]([O:16][C:17]3[CH:22]=[CH:21][C:20]([N+:23]([O-])=O)=[CH:19][N:18]=3)[C:12]([CH3:26])=[N:11]2)[CH:7]=[CH:6][C:3]=1[C:4]#[N:5].Cl.C(O)(=O)C.N, predict the reaction product. The product is: [NH2:23][C:20]1[CH:21]=[CH:22][C:17]([O:16][C:13]2[C:12]([CH3:26])=[N:11][N:10]([C:8]3[CH:7]=[CH:6][C:3]([C:4]#[N:5])=[C:2]([Cl:1])[CH:9]=3)[C:14]=2[CH3:15])=[N:18][CH:19]=1. (4) Given the reactants [F:1][C:2]1[CH:3]=[CH:4][C:5]2[S:10][CH2:9][CH2:8][C:7](=[O:11])[C:6]=2[CH:12]=1.C(O)(=O)C.[N-:17]=[N+]=[N-].[Na+].S(=O)(=O)(O)O, predict the reaction product. The product is: [F:1][C:2]1[CH:3]=[CH:4][C:5]2[S:10][CH2:9][CH2:8][C:7](=[O:11])[NH:17][C:6]=2[CH:12]=1.